The task is: Predict the reactants needed to synthesize the given product.. This data is from Full USPTO retrosynthesis dataset with 1.9M reactions from patents (1976-2016). (1) The reactants are: [Cl:1][C:2]1[CH:7]=[C:6]([CH3:8])[C:5]([NH:9][C:10]2[N:14]([CH3:15])[C:13]3[C:16]([C:20]4[CH:27]=[CH:26][CH:25]=[CH:24][C:21]=4[CH:22]=O)=[CH:17][CH:18]=[CH:19][C:12]=3[N:11]=2)=[C:4]([O:28][CH3:29])[CH:3]=1.CO.[CH3:32][NH2:33].[BH4-].[Na+]. Given the product [Cl:1][C:2]1[CH:7]=[C:6]([CH3:8])[C:5]([NH:9][C:10]2[N:14]([CH3:15])[C:13]3[C:16]([C:20]4[CH:27]=[CH:26][CH:25]=[CH:24][C:21]=4[CH2:22][NH:33][CH3:32])=[CH:17][CH:18]=[CH:19][C:12]=3[N:11]=2)=[C:4]([O:28][CH3:29])[CH:3]=1, predict the reactants needed to synthesize it. (2) Given the product [CH2:12]([O:11][C:7]1[C:6]2[C:2]([NH:1][C:36]3[CH:37]=[CH:38][C:39]([S:42](=[O:43])(=[O:44])[N:45]([CH3:46])[CH3:47])=[CH:40][CH:41]=3)=[N:3][N:4]([C:19]3([CH2:32][C:33]#[N:34])[CH2:24][CH2:23][N:22]([C:25]([O:27][C:28]([CH3:29])([CH3:30])[CH3:31])=[O:26])[CH2:21][CH2:20]3)[C:5]=2[CH:10]=[CH:9][N:8]=1)[C:13]1[CH:14]=[CH:15][CH:16]=[CH:17][CH:18]=1, predict the reactants needed to synthesize it. The reactants are: [NH2:1][C:2]1[C:6]2[C:7]([O:11][CH2:12][C:13]3[CH:18]=[CH:17][CH:16]=[CH:15][CH:14]=3)=[N:8][CH:9]=[CH:10][C:5]=2[N:4]([C:19]2([CH2:32][C:33]#[N:34])[CH2:24][CH2:23][N:22]([C:25]([O:27][C:28]([CH3:31])([CH3:30])[CH3:29])=[O:26])[CH2:21][CH2:20]2)[N:3]=1.Br[C:36]1[CH:41]=[CH:40][C:39]([S:42]([N:45]([CH3:47])[CH3:46])(=[O:44])=[O:43])=[CH:38][CH:37]=1.C(P(C(C)(C)C)C1C(C)=C(C)C(C)=C(C)C=1C1C(C(C)C)=CC(C(C)C)=CC=1C(C)C)(C)(C)C.[O-]P([O-])([O-])=O.[K+].[K+].[K+].C(O)(CC)(C)C.